Task: Predict the product of the given reaction.. Dataset: Forward reaction prediction with 1.9M reactions from USPTO patents (1976-2016) (1) Given the reactants C([NH:4][C:5]1[CH:6]=[C:7]([CH:11]=[CH:12][N:13]=1)[C:8]([OH:10])=[O:9])(=O)C.[CH3:14]O, predict the reaction product. The product is: [CH3:14][O:10][C:8](=[O:9])[C:7]1[CH:11]=[CH:12][N:13]=[C:5]([NH2:4])[CH:6]=1. (2) The product is: [CH2:6]([O:8][C:9](=[O:31])[CH:10]([C:12]1[C:21]([O:22][CH2:23][C:24]2[CH:29]=[CH:28][CH:27]=[CH:26][CH:25]=2)=[C:20]([Cl:30])[CH:19]=[C:18]2[C:13]=1[CH:14]=[CH:15][CH:16]=[N:17]2)[O:11][C:12]([CH3:21])([CH3:13])[CH3:10])[CH3:7]. Given the reactants Cl(O)(=O)(=O)=O.[CH2:6]([O:8][C:9](=[O:31])[CH:10]([C:12]1[C:21]([O:22][CH2:23][C:24]2[CH:29]=[CH:28][CH:27]=[CH:26][CH:25]=2)=[C:20]([Cl:30])[CH:19]=[C:18]2[C:13]=1[CH:14]=[CH:15][CH:16]=[N:17]2)[OH:11])[CH3:7], predict the reaction product.